Dataset: Reaction yield outcomes from USPTO patents with 853,638 reactions. Task: Predict the reaction yield, written as a fraction of the theoretical maximum amount of product (1.0 means a 100% yield; for example, 0.34 means a 34% yield). (1) The reactants are [NH2:1][C:2]1[S:6][C:5]2[CH2:7][CH2:8][CH2:9][C:4]=2[C:3]=1[C:10]#[N:11].[CH:12]1([C:15](=[O:21])[CH:16]=[C:17](OC)[CH3:18])[CH2:14][CH2:13]1.C1(C)C=CC(S(O)(=O)=O)=CC=1.[Sn](Cl)(Cl)(Cl)Cl. The catalyst is C1(C)C=CC=CC=1. The product is [NH2:11][C:10]1[C:3]2[C:4]3[CH2:9][CH2:8][CH2:7][C:5]=3[S:6][C:2]=2[N:1]=[C:17]([CH3:18])[C:16]=1[C:15]([CH:12]1[CH2:14][CH2:13]1)=[O:21]. The yield is 0.0500. (2) The reactants are [F:1][C:2]1[CH:34]=[CH:33][C:5]([O:6][CH2:7][CH:8]2[CH2:13][CH2:12][N:11]([C:14](=[O:32])/[CH:15]=[CH:16]/[C:17]3[CH:18]=[C:19]4[C:24](=[N:25][CH:26]=3)[NH:23][C:22](=[O:27])[CH:21]([C:28](OC)=[O:29])[CH2:20]4)[CH2:10][CH2:9]2)=[CH:4][CH:3]=1.[OH-].[NH4+:36]. The catalyst is N. The product is [F:1][C:2]1[CH:3]=[CH:4][C:5]([O:6][CH2:7][CH:8]2[CH2:13][CH2:12][N:11]([C:14](=[O:32])/[CH:15]=[CH:16]/[C:17]3[CH:18]=[C:19]4[C:24](=[N:25][CH:26]=3)[NH:23][C:22](=[O:27])[CH:21]([C:28]([NH2:36])=[O:29])[CH2:20]4)[CH2:10][CH2:9]2)=[CH:33][CH:34]=1. The yield is 0.120.